This data is from KCNQ2 potassium channel screen with 302,405 compounds. The task is: Binary Classification. Given a drug SMILES string, predict its activity (active/inactive) in a high-throughput screening assay against a specified biological target. (1) The compound is O(C(c1nnn(c1C#CC(Oc1ccccc1)C)Cc1ccccc1)C)c1ccccc1. The result is 0 (inactive). (2) The molecule is S(CC(=O)N1CCN(CC1)C(OCC)=O)C=1Nc2c(S(=O)(=O)N1)cc(F)cc2. The result is 0 (inactive). (3) The drug is S(=O)(=O)(N(CC(=O)N1CCOCC1)c1cc([N+]([O-])=O)ccc1)C. The result is 0 (inactive). (4) The result is 1 (active). The drug is Clc1c(NC(=O)CC(C)(C)C)c(cc(c1)C)C. (5) The drug is O=C1N(c2c(/C1=C\N\N=C(/CCCC)CCCC)ccc(c2)C1=NNC(=O)CC1)CC. The result is 0 (inactive). (6) The molecule is Clc1c(OCCc2sc(nn2)N)cccc1. The result is 0 (inactive).